Task: Predict the reactants needed to synthesize the given product.. Dataset: Full USPTO retrosynthesis dataset with 1.9M reactions from patents (1976-2016) (1) Given the product [F:13][CH2:14][C:15]1[N:16]([C:40]2[CH:41]=[CH:42][C:43]([O:46][CH3:47])=[CH:44][CH:45]=2)[C:17](=[O:39])[C:18]([CH2:24][C:25]2[CH:26]=[CH:27][C:28]([C:31]3[CH:36]=[CH:35][CH:34]=[CH:33][C:32]=3[C:37]3[NH:3][C:4](=[O:7])[O:5][N:38]=3)=[CH:29][CH:30]=2)=[C:19]([CH2:21][CH2:22][CH3:23])[N:20]=1, predict the reactants needed to synthesize it. The reactants are: [Cl-].O[NH3+:3].[C:4](=[O:7])([O-])[OH:5].[Na+].CS(C)=O.[F:13][CH2:14][C:15]1[N:16]([C:40]2[CH:45]=[CH:44][C:43]([O:46][CH3:47])=[CH:42][CH:41]=2)[C:17](=[O:39])[C:18]([CH2:24][C:25]2[CH:30]=[CH:29][C:28]([C:31]3[C:32]([C:37]#[N:38])=[CH:33][CH:34]=[CH:35][CH:36]=3)=[CH:27][CH:26]=2)=[C:19]([CH2:21][CH2:22][CH3:23])[N:20]=1. (2) Given the product [C:1]([O:4][C:5]12[CH2:9][C:7]([NH:10][CH3:11])([CH2:8]1)[CH2:6]2)(=[O:3])[CH3:2], predict the reactants needed to synthesize it. The reactants are: [C:1]([O:4][C:5]12[CH2:9][C:7]([NH2:10])([CH2:8]1)[CH2:6]2)(=[O:3])[CH3:2].[C:11](=O)([O-])[O-].[K+].[K+].CI. (3) Given the product [C:1]([CH:4]1[NH:5][CH2:6][CH2:7][N:8]([S:45]([C:41]2[S:40][CH:44]=[CH:43][CH:42]=2)(=[O:47])=[O:46])[CH2:9]1)#[C:2][CH3:3], predict the reactants needed to synthesize it. The reactants are: [C:1]([CH:4]1[CH2:9][NH:8][CH2:7][CH2:6][NH:5]1)#[C:2][CH3:3].FC(F)(F)C(O)=O.FC(F)(F)C(O)=O.C(C1CNCCN1)#CC.C(N(CC)CC)C.[S:40]1[CH:44]=[CH:43][CH:42]=[C:41]1[S:45](Cl)(=[O:47])=[O:46]. (4) Given the product [Si:13]([O:12][C:7]1[CH:8]=[C:9]2[C:4](=[CH:5][CH:6]=1)[CH:3]=[C:2]([B:25]([OH:30])[OH:26])[CH:11]=[CH:10]2)([C:16]([CH3:19])([CH3:18])[CH3:17])([CH3:15])[CH3:14], predict the reactants needed to synthesize it. The reactants are: Br[C:2]1[CH:3]=[C:4]2[C:9](=[CH:10][CH:11]=1)[CH:8]=[C:7]([O:12][Si:13]([C:16]([CH3:19])([CH3:18])[CH3:17])([CH3:15])[CH3:14])[CH:6]=[CH:5]2.C([Li])CCC.[B:25](OC(C)C)([O:30]C(C)C)[O:26]C(C)C.Cl.